From a dataset of Forward reaction prediction with 1.9M reactions from USPTO patents (1976-2016). Predict the product of the given reaction. (1) Given the reactants Cl.[F:2][C:3]1[C:8]([C:9]([F:12])([F:11])[F:10])=[CH:7][CH:6]=[CH:5][C:4]=1[CH:13]1[CH2:16][C:15]2([CH2:21][CH2:20][NH:19][CH2:18][CH2:17]2)[CH2:14]1.C1([O:28][C:29](=O)[NH:30][C:31]2[O:35][N:34]=[C:33]([CH3:36])[C:32]=2[CH3:37])C=CC=CC=1, predict the reaction product. The product is: [CH3:36][C:33]1[C:32]([CH3:37])=[C:31]([NH:30][C:29]([N:19]2[CH2:18][CH2:17][C:15]3([CH2:16][CH:13]([C:4]4[CH:5]=[CH:6][CH:7]=[C:8]([C:9]([F:11])([F:12])[F:10])[C:3]=4[F:2])[CH2:14]3)[CH2:21][CH2:20]2)=[O:28])[O:35][N:34]=1. (2) Given the reactants CS(Cl)(=O)=O.[F:6][C:7]1[CH:40]=[CH:39][C:10]([CH2:11][C:12]2[S:16][C:15]([C:17]3[C:22]([Br:23])=[CH:21][N:20]=[C:19]([NH:24][CH2:25][CH2:26][N:27]4[C:31]([CH3:33])([CH3:32])[C:30](=[O:34])[NH:29][C:28]4=[O:35])[N:18]=3)=[CH:14][C:13]=2[CH2:36][CH2:37]O)=[CH:9][CH:8]=1.C(N(C(C)C)CC)(C)C.[I-].[Na+].[NH:52]1[CH2:56][CH2:55][CH2:54][C@H:53]1[CH2:57][OH:58], predict the reaction product. The product is: [F:6][C:7]1[CH:40]=[CH:39][C:10]([CH2:11][C:12]2[S:16][C:15]([C:17]3[C:22]([Br:23])=[CH:21][N:20]=[C:19]([NH:24][CH2:25][CH2:26][N:27]4[C:31]([CH3:32])([CH3:33])[C:30](=[O:34])[NH:29][C:28]4=[O:35])[N:18]=3)=[CH:14][C:13]=2[CH2:36][CH2:37][N:52]2[CH2:56][CH2:55][CH2:54][C@H:53]2[CH2:57][OH:58])=[CH:9][CH:8]=1. (3) Given the reactants [OH:1][C:2]1[CH:14]=[CH:13][C:12]2[C:11]3[C:6](=[CH:7][CH:8]=[CH:9][CH:10]=3)[CH:5]([CH2:15][C:16]([O:18][CH2:19][CH3:20])=[O:17])[C:4]=2[CH:3]=1.[Br:21][CH2:22][CH2:23][CH2:24][CH2:25]Br, predict the reaction product. The product is: [Br:21][CH2:22][CH2:23][CH2:24][CH2:25][O:1][C:2]1[CH:14]=[CH:13][C:12]2[C:11]3[C:6](=[CH:7][CH:8]=[CH:9][CH:10]=3)[CH:5]([CH2:15][C:16]([O:18][CH2:19][CH3:20])=[O:17])[C:4]=2[CH:3]=1. (4) The product is: [F:23][C:24]1[CH:29]=[C:28]([N:3]2[C@H:4]3[CH2:22][CH2:21][CH2:20][CH2:19][C@@H:5]3[N:6]([C:7]3[CH:14]=[CH:13][C:10]([C:11]#[N:12])=[C:9]([C:15]([F:18])([F:16])[F:17])[CH:8]=3)[C:2]2=[O:1])[CH:27]=[CH:26][C:25]=1[CH2:31][OH:32]. Given the reactants [O:1]=[C:2]1[N:6]([C:7]2[CH:14]=[CH:13][C:10]([C:11]#[N:12])=[C:9]([C:15]([F:18])([F:17])[F:16])[CH:8]=2)[C@H:5]2[CH2:19][CH2:20][CH2:21][CH2:22][C@@H:4]2[NH:3]1.[F:23][C:24]1[CH:29]=[C:28](I)[CH:27]=[CH:26][C:25]=1[CH2:31][OH:32], predict the reaction product. (5) Given the reactants [CH2:1]([O:3][C:4](=[O:8])[CH:5](Br)[CH3:6])[CH3:2].[Br:9][C:10]1[CH:15]=[CH:14][C:13]([NH2:16])=[CH:12][C:11]=1[CH3:17].CN(C)C1C=CC=CC=1, predict the reaction product. The product is: [CH2:1]([O:3][C:4](=[O:8])[CH:5]([NH:16][C:13]1[CH:14]=[CH:15][C:10]([Br:9])=[C:11]([CH3:17])[CH:12]=1)[CH3:6])[CH3:2]. (6) The product is: [OH:7][CH:8]([C:40]1[CH:41]=[CH:42][CH:43]=[CH:44][CH:45]=1)[CH2:9][O:10][C:11](=[O:39])[C:12]1[CH:13]=[CH:14][C:15]([O:18][C:19](=[O:38])[C:20]2[CH:25]=[CH:24][CH:23]=[CH:22][C:21]=2[O:26][CH2:27][CH2:28][CH2:29][CH2:30][CH2:31][CH2:32][O:33][C:34](=[O:37])[CH:35]=[CH2:36])=[CH:16][CH:17]=1. Given the reactants O1CCCCC1[O:7][CH:8]([C:40]1[CH:45]=[CH:44][CH:43]=[CH:42][CH:41]=1)[CH2:9][O:10][C:11](=[O:39])[C:12]1[CH:17]=[CH:16][C:15]([O:18][C:19](=[O:38])[C:20]2[CH:25]=[CH:24][CH:23]=[CH:22][C:21]=2[O:26][CH2:27][CH2:28][CH2:29][CH2:30][CH2:31][CH2:32][O:33][C:34](=[O:37])[CH:35]=[CH2:36])=[CH:14][CH:13]=1.C1(C)C=CC(S([O-])(=O)=O)=CC=1.[NH+]1C=CC=CC=1.COC1C=CC(O)=CC=1, predict the reaction product. (7) Given the reactants [C:1]([NH:5][C:6]([C:8]1[N:9]([CH2:18][CH3:19])[C:10]2[C:15]([N:16]=1)=[C:14](Cl)[N:13]=[CH:12][N:11]=2)=[O:7])([CH3:4])([CH3:3])[CH3:2].[NH2:20][C@H:21]1[CH2:25][CH2:24][N:23]([C:26]([O:28][C:29]([CH3:32])([CH3:31])[CH3:30])=[O:27])[CH2:22]1.CCN(C(C)C)C(C)C, predict the reaction product. The product is: [C:1]([NH:5][C:6]([C:8]1[N:9]([CH2:18][CH3:19])[C:10]2[C:15]([N:16]=1)=[C:14]([NH:20][C@H:21]1[CH2:25][CH2:24][N:23]([C:26]([O:28][C:29]([CH3:32])([CH3:31])[CH3:30])=[O:27])[CH2:22]1)[N:13]=[CH:12][N:11]=2)=[O:7])([CH3:4])([CH3:3])[CH3:2].